Dataset: Full USPTO retrosynthesis dataset with 1.9M reactions from patents (1976-2016). Task: Predict the reactants needed to synthesize the given product. (1) Given the product [CH:1]1([C:7](=[O:42])[CH2:8][N:9]2[C:14](=[O:15])[C:13]([CH2:16][C:17]3[CH:18]=[CH:19][C:20]([C:23]4[CH:28]=[CH:27][CH:26]=[CH:25][C:24]=4[C:29]4[NH:33][C:32](=[O:34])[O:31][N:30]=4)=[CH:21][CH:22]=3)=[C:12]([CH2:35][CH2:36][CH3:37])[N:11]3[N:38]=[C:39]([CH3:41])[N:40]=[C:10]23)[CH2:6][CH2:5][CH2:4][CH2:3][CH2:2]1, predict the reactants needed to synthesize it. The reactants are: [CH:1]1([CH:7]([OH:42])[CH2:8][N:9]2[C:14](=[O:15])[C:13]([CH2:16][C:17]3[CH:22]=[CH:21][C:20]([C:23]4[CH:28]=[CH:27][CH:26]=[CH:25][C:24]=4[C:29]4[NH:33][C:32](=[O:34])[O:31][N:30]=4)=[CH:19][CH:18]=3)=[C:12]([CH2:35][CH2:36][CH3:37])[N:11]3[N:38]=[C:39]([CH3:41])[N:40]=[C:10]23)[CH2:6][CH2:5][CH2:4][CH2:3][CH2:2]1.CC(OI1(OC(C)=O)(OC(C)=O)OC(=O)C2C=CC=CC1=2)=O.C(=O)([O-])O.[Na+].O.O.O.O.O.S([O-])([O-])(=O)=S.[Na+].[Na+]. (2) Given the product [CH:43]1([NH:38][C:39](=[O:46])[NH:1][C:2]2[CH:36]=[CH:35][C:5]([O:6][C:7]3[CH:12]=[CH:11][N:10]=[C:9]4[CH:13]=[C:14]([C:16]5[N:17]=[CH:18][N:19]([CH2:21][CH2:22][N:23]([CH2:31][CH2:32][O:33][CH3:34])[C:24](=[O:30])[O:25][C:26]([CH3:28])([CH3:29])[CH3:27])[CH:20]=5)[S:15][C:8]=34)=[C:4]([F:37])[CH:3]=2)[CH2:41][CH2:42]1, predict the reactants needed to synthesize it. The reactants are: [NH2:1][C:2]1[CH:36]=[CH:35][C:5]([O:6][C:7]2[CH:12]=[CH:11][N:10]=[C:9]3[CH:13]=[C:14]([C:16]4[N:17]=[CH:18][N:19]([CH2:21][CH2:22][N:23]([CH2:31][CH2:32][O:33][CH3:34])[C:24](=[O:30])[O:25][C:26]([CH3:29])([CH3:28])[CH3:27])[CH:20]=4)[S:15][C:8]=23)=[C:4]([F:37])[CH:3]=1.[N:38]1[CH:43]=[CH:42][CH:41]=C[CH:39]=1.ClC(OC1C=CC=CC=1)=[O:46].C1(N)CC1. (3) Given the product [CH3:21][C@:18]12[C@@:17]3([CH3:22])[C@@H:8]([C@:9]4([CH3:26])[C@@H:14]([CH2:15][CH2:16]3)[C:13]([CH3:23])([CH3:24])[C:12](=[O:25])[CH2:11][CH2:10]4)[CH2:7][CH2:6][C@@H:5]1[C@H:4]1[C@H:27]([C:30]([CH3:32])=[CH2:31])[CH2:28][CH2:29][C@:3]1([CH:2]=[O:1])[CH2:20][CH2:19]2, predict the reactants needed to synthesize it. The reactants are: [OH:1][CH2:2][C@:3]12[CH2:29][CH2:28][C@@H:27]([C:30]([CH3:32])=[CH2:31])[C@@H:4]1[C@@H:5]1[C@@:18]([CH3:21])([CH2:19][CH2:20]2)[C@@:17]2([CH3:22])[C@@H:8]([C@:9]3([CH3:26])[C@@H:14]([CH2:15][CH2:16]2)[C:13]([CH3:24])([CH3:23])[C@@H:12]([OH:25])[CH2:11][CH2:10]3)[CH2:7][CH2:6]1.C[N+]1([O-])CCOCC1.